Dataset: Peptide-MHC class II binding affinity with 134,281 pairs from IEDB. Task: Regression. Given a peptide amino acid sequence and an MHC pseudo amino acid sequence, predict their binding affinity value. This is MHC class II binding data. (1) The peptide sequence is VNYWFAPGAAAAPLS. The MHC is HLA-DPA10201-DPB10501 with pseudo-sequence HLA-DPA10201-DPB10501. The binding affinity (normalized) is 0.0668. (2) The peptide sequence is EKKYFAATQFMPLAA. The MHC is HLA-DPA10301-DPB10402 with pseudo-sequence HLA-DPA10301-DPB10402. The binding affinity (normalized) is 0.996. (3) The peptide sequence is LAWLVQASANSAAMA. The MHC is DRB1_0802 with pseudo-sequence DRB1_0802. The binding affinity (normalized) is 0.137. (4) The peptide sequence is SQIPISINYRTEIDK. The MHC is DRB1_0301 with pseudo-sequence DRB1_0301. The binding affinity (normalized) is 0.420.